From a dataset of Catalyst prediction with 721,799 reactions and 888 catalyst types from USPTO. Predict which catalyst facilitates the given reaction. (1) Reactant: [CH2:1]([N:8]1[C@H:17]2[C@@H:12]([CH2:13][C:14](=O)[C:15](=[CH:18]N(C)C)[CH2:16]2)[CH2:11][C@H:10]([NH:23][C:24](=[O:33])[N:25]([CH2:28][CH2:29][N:30]([CH3:32])[CH3:31])[CH2:26][CH3:27])[CH2:9]1)[C:2]1[CH:7]=[CH:6][CH:5]=[CH:4][CH:3]=1.C(O)C.C(=O)(O)O.[NH2:41][C:42]([NH2:44])=[NH:43]. Product: [NH2:43][C:42]1[N:44]=[CH:18][C:15]2[CH2:16][C@H:17]3[N:8]([CH2:1][C:2]4[CH:7]=[CH:6][CH:5]=[CH:4][CH:3]=4)[CH2:9][C@@H:10]([NH:23][C:24](=[O:33])[N:25]([CH2:28][CH2:29][N:30]([CH3:32])[CH3:31])[CH2:26][CH3:27])[CH2:11][C@@H:12]3[CH2:13][C:14]=2[N:41]=1. The catalyst class is: 6. (2) Reactant: [Br:1][CH:2]([CH2:15][CH2:16]Br)[C:3]([NH:5][CH2:6][C:7]1[CH:12]=[CH:11][C:10]([O:13][CH3:14])=[CH:9][CH:8]=1)=[O:4].[H-].[Na+]. Product: [Br:1][CH:2]1[CH2:15][CH2:16][N:5]([CH2:6][C:7]2[CH:12]=[CH:11][C:10]([O:13][CH3:14])=[CH:9][CH:8]=2)[C:3]1=[O:4]. The catalyst class is: 213.